From a dataset of NCI-60 drug combinations with 297,098 pairs across 59 cell lines. Regression. Given two drug SMILES strings and cell line genomic features, predict the synergy score measuring deviation from expected non-interaction effect. (1) Drug 1: C1=CC(=CC=C1CCC2=CNC3=C2C(=O)NC(=N3)N)C(=O)NC(CCC(=O)O)C(=O)O. Drug 2: CC1CCC2CC(C(=CC=CC=CC(CC(C(=O)C(C(C(=CC(C(=O)CC(OC(=O)C3CCCCN3C(=O)C(=O)C1(O2)O)C(C)CC4CCC(C(C4)OC)OCCO)C)C)O)OC)C)C)C)OC. Cell line: MOLT-4. Synergy scores: CSS=57.2, Synergy_ZIP=-8.29, Synergy_Bliss=-10.5, Synergy_Loewe=-11.3, Synergy_HSA=-9.10. (2) Drug 1: C1CCC(C1)C(CC#N)N2C=C(C=N2)C3=C4C=CNC4=NC=N3. Drug 2: B(C(CC(C)C)NC(=O)C(CC1=CC=CC=C1)NC(=O)C2=NC=CN=C2)(O)O. Cell line: NCI/ADR-RES. Synergy scores: CSS=2.69, Synergy_ZIP=-0.0539, Synergy_Bliss=1.62, Synergy_Loewe=0.534, Synergy_HSA=0.418.